From a dataset of Full USPTO retrosynthesis dataset with 1.9M reactions from patents (1976-2016). Predict the reactants needed to synthesize the given product. (1) Given the product [Cl:8][C:4]1[CH:5]=[CH:6][CH:7]=[C:2]([Cl:1])[C:3]=1[C:9](=[O:13])[C:10]([NH:27][CH2:26][C:21]1[N:22]=[CH:23][CH:24]=[CH:25][N:20]=1)=[O:12], predict the reactants needed to synthesize it. The reactants are: [Cl:1][C:2]1[CH:7]=[CH:6][CH:5]=[C:4]([Cl:8])[C:3]=1[C:9](=[O:13])[C:10]([OH:12])=O.C(Cl)(=O)C(Cl)=O.[N:20]1[CH:25]=[CH:24][CH:23]=[N:22][C:21]=1[CH2:26][NH2:27]. (2) Given the product [CH2:19]([O:20][CH:12]1[C:13]2[C:4]([N+:1]([O-:3])=[O:2])=[CH:5][CH:6]=[CH:7][C:8]=2[O:9][CH2:10][O:11]1)[CH3:18], predict the reactants needed to synthesize it. The reactants are: [N+:1]([C:4]1[C:13]2[CH2:12][O:11][CH2:10][O:9][C:8]=2[CH:7]=[CH:6][CH:5]=1)([O-:3])=[O:2].BrN1[C:19](=[O:20])[CH2:18]CC1=O.N(C(C)(C)C#N)=NC(C)(C)C#N.[O-]CC.[Na+]. (3) Given the product [F:1][C:2]1[CH:7]=[CH:6][C:5]([C@H:8]2[C:13]3[C:14](=[O:18])[CH2:15][O:16][CH2:17][C:12]=3[N:11]([C:25]([O:27][C:28]([CH3:31])([CH3:30])[CH3:29])=[O:26])[C:10]3[C@H:19]([CH3:23])[O:20][C:21](=[O:22])[C:9]2=3)=[CH:4][C:3]=1[I:24], predict the reactants needed to synthesize it. The reactants are: [F:1][C:2]1[CH:7]=[CH:6][C:5]([C@H:8]2[C:13]3[C:14](=[O:18])[CH2:15][O:16][CH2:17][C:12]=3[NH:11][C:10]3[C@H:19]([CH3:23])[O:20][C:21](=[O:22])[C:9]2=3)=[CH:4][C:3]=1[I:24].[C:25](O[C:25]([O:27][C:28]([CH3:31])([CH3:30])[CH3:29])=[O:26])([O:27][C:28]([CH3:31])([CH3:30])[CH3:29])=[O:26].